Dataset: Reaction yield outcomes from USPTO patents with 853,638 reactions. Task: Predict the reaction yield, written as a fraction of the theoretical maximum amount of product (1.0 means a 100% yield; for example, 0.34 means a 34% yield). (1) The reactants are [C:1]([C:3]1[CH:4]=[C:5]([C:9]2[N:10]=[CH:11][NH:12][CH:13]=2)[CH:6]=[CH:7][CH:8]=1)#[N:2].Br[C:15]1[CH:20]=[CH:19][CH:18]=[CH:17][N:16]=1. The catalyst is CN1CCCC1=O.ClCCl. The product is [C:1]([C:3]1[CH:4]=[C:5]([C:9]2[N:10]=[CH:11][N:12]([C:15]3[CH:20]=[CH:19][CH:18]=[CH:17][N:16]=3)[CH:13]=2)[CH:6]=[CH:7][CH:8]=1)#[N:2]. The yield is 0.0900. (2) The yield is 0.880. The product is [CH3:1][O:2][C:3]1[CH:4]=[CH:5][CH:6]=[CH:7][C:8]=1[O:9][CH2:10][CH2:11][NH:12][CH2:13][CH:14]([OH:30])[CH2:15][O:16][C:17]1[CH:18]=[CH:19][CH:20]=[C:21]2[NH:29][C:28]3[CH:27]=[CH:26][CH:25]=[CH:24][C:23]=3[C:22]=12. The reactants are [CH3:1][O:2][C:3]1[CH:4]=[CH:5][CH:6]=[CH:7][C:8]=1[O:9][CH2:10][CH2:11][NH:12][CH2:13][CH:14]([OH:30])[CH2:15][O:16][C:17]1[CH:18]=[CH:19][CH:20]=[C:21]2[NH:29][C:28]3[CH:27]=[CH:26][CH:25]=[CH:24][C:23]=3[C:22]=12.CC1C=CC(S(O)(=O)=O)=CC=1.C(OCC)(=O)C.C(=O)([O-])[O-].[Na+].[Na+]. The catalyst is C1(C)C=CC=CC=1. (3) The reactants are Cl.[Cl:2][C:3]1[C:8]([C:9]([NH2:11])=[NH:10])=[CH:7][N:6]=[C:5]([O:12][CH3:13])[CH:4]=1.C(=O)(O)[O-].[K+].Cl[CH2:20][C:21]([C:23]1[N:24]([CH:28]([CH3:30])[CH3:29])[N:25]=[CH:26][N:27]=1)=O. The yield is 0.540. The product is [Cl:2][C:3]1[C:8]([C:9]2[NH:11][CH:20]=[C:21]([C:23]3[N:24]([CH:28]([CH3:30])[CH3:29])[N:25]=[CH:26][N:27]=3)[N:10]=2)=[CH:7][N:6]=[C:5]([O:12][CH3:13])[CH:4]=1. The catalyst is C1COCC1.O. (4) The reactants are [CH2:1]([O:8][C:9]([NH:11][C:12]1[CH:17]=[CH:16][C:15]([C:18]2[O:19][CH2:20][CH:21]([C:23]([O:25][CH3:26])=[O:24])[N:22]=2)=[CH:14][C:13]=1[CH3:27])=[O:10])[C:2]1[CH:7]=[CH:6][CH:5]=[CH:4][CH:3]=1.BrCC(Cl)(Cl)Cl.C1CCN2C(=NCCC2)CC1. The catalyst is ClCCl. The product is [CH2:1]([O:8][C:9]([NH:11][C:12]1[CH:17]=[CH:16][C:15]([C:18]2[O:19][CH:20]=[C:21]([C:23]([O:25][CH3:26])=[O:24])[N:22]=2)=[CH:14][C:13]=1[CH3:27])=[O:10])[C:2]1[CH:7]=[CH:6][CH:5]=[CH:4][CH:3]=1. The yield is 0.490. (5) The reactants are [Cl-:1].[C:2]([NH:5][C:6]1[CH:25]=[CH:24][C:9]([NH:10][C:11]2[C:20]3[C:15](=[CH:16][CH:17]=[C:18]([N+:21]([O-])=O)[CH:19]=3)[NH+:14]=[CH:13][CH:12]=2)=[CH:8][CH:7]=1)(=[O:4])[CH3:3]. The catalyst is CO.[Pd]. The product is [Cl-:1].[C:2]([NH:5][C:6]1[CH:25]=[CH:24][C:9]([NH:10][C:11]2[C:20]3[C:15](=[CH:16][CH:17]=[C:18]([NH2:21])[CH:19]=3)[NH+:14]=[CH:13][CH:12]=2)=[CH:8][CH:7]=1)(=[O:4])[CH3:3]. The yield is 0.780.